Dataset: Full USPTO retrosynthesis dataset with 1.9M reactions from patents (1976-2016). Task: Predict the reactants needed to synthesize the given product. (1) Given the product [C:1]1([C@@H:7]2[CH2:13][N:12]([C:59]([CH:56]3[CH2:57][CH2:58][O:53][CH2:54][CH2:55]3)=[O:60])[CH2:11][C:10]3[CH:14]=[CH:15][C:16]([C:18]([O:20][CH3:21])=[O:19])=[CH:17][C:9]=3[O:8]2)[CH:2]=[CH:3][CH:4]=[CH:5][CH:6]=1, predict the reactants needed to synthesize it. The reactants are: [C:1]1([C@@H:7]2[CH2:13][NH:12][CH2:11][C:10]3[CH:14]=[CH:15][C:16]([C:18]([O:20][CH3:21])=[O:19])=[CH:17][C:9]=3[O:8]2)[CH:6]=[CH:5][CH:4]=[CH:3][CH:2]=1.C(O)(C(F)(F)F)=O.CN(C(ON1N=NC2C=CC=NC1=2)=[N+](C)C)C.F[P-](F)(F)(F)(F)F.[O:53]1[CH2:58][CH2:57][CH:56]([C:59](O)=[O:60])[CH2:55][CH2:54]1.CCN(C(C)C)C(C)C. (2) The reactants are: Cl[C:2]1[N:7]=[C:6]([NH:8][C:9]2[CH:13]=[C:12]([CH:14]3[CH2:16][CH2:15]3)[NH:11][N:10]=2)[CH:5]=[CH:4][N:3]=1.[F:17][C:18]1[CH:26]=[C:25]2[C:21]([CH:22]=[N:23][N:24]2C2CCCCO2)=[C:20]([CH2:33][NH:34][CH2:35][CH2:36][N:37](C)[C:38](=O)OC(C)(C)C)[CH:19]=1.CCN(C(C)C)C(C)C.Cl.O1CCOCC1. Given the product [CH:14]1([C:12]2[NH:11][N:10]=[C:9]([NH:8][C:6]3[CH:5]=[CH:4][N:3]=[C:2]([N:34]([CH2:33][C:20]4[CH:19]=[C:18]([F:17])[CH:26]=[C:25]5[C:21]=4[CH:22]=[N:23][NH:24]5)[CH2:35][CH2:36][NH:37][CH3:38])[N:7]=3)[CH:13]=2)[CH2:16][CH2:15]1, predict the reactants needed to synthesize it. (3) The reactants are: [Si:1]([O:18][CH2:19][CH2:20][N:21]([CH2:42][CH2:43][O:44][Si:45]([C:58]([CH3:61])([CH3:60])[CH3:59])([C:52]1[CH:57]=[CH:56][CH:55]=[CH:54][CH:53]=1)[C:46]1[CH:51]=[CH:50][CH:49]=[CH:48][CH:47]=1)[C:22]1[S:23][C:24]([C:27]2[CH:32]=[C:31]([N+:33]([O-])=O)[CH:30]=[C:29]([N:36]3[CH2:41][CH2:40][O:39][CH2:38][CH2:37]3)[CH:28]=2)=[CH:25][N:26]=1)([C:14]([CH3:17])([CH3:16])[CH3:15])([C:8]1[CH:13]=[CH:12][CH:11]=[CH:10][CH:9]=1)[C:2]1[CH:7]=[CH:6][CH:5]=[CH:4][CH:3]=1. Given the product [NH2:33][C:31]1[CH:32]=[C:27]([C:24]2[S:23][C:22]([N:21]([CH2:42][CH2:43][O:44][Si:45]([C:58]([CH3:61])([CH3:60])[CH3:59])([C:52]3[CH:57]=[CH:56][CH:55]=[CH:54][CH:53]=3)[C:46]3[CH:51]=[CH:50][CH:49]=[CH:48][CH:47]=3)[CH2:20][CH2:19][O:18][Si:1]([C:14]([CH3:17])([CH3:15])[CH3:16])([C:8]3[CH:13]=[CH:12][CH:11]=[CH:10][CH:9]=3)[C:2]3[CH:3]=[CH:4][CH:5]=[CH:6][CH:7]=3)=[N:26][CH:25]=2)[CH:28]=[C:29]([N:36]2[CH2:41][CH2:40][O:39][CH2:38][CH2:37]2)[CH:30]=1, predict the reactants needed to synthesize it. (4) Given the product [CH3:21][S:18]([NH:17][C:13]1[CH:12]=[C:11]([C:9]2[CH:8]=[C:7]3[C:3]([CH:4]=[N:5][NH:6]3)=[C:2]([NH:1][C:38](=[O:39])[CH2:37][N:31]3[CH2:36][CH2:35][O:34][CH2:33][CH2:32]3)[CH:10]=2)[CH:16]=[N:15][CH:14]=1)(=[O:20])=[O:19], predict the reactants needed to synthesize it. The reactants are: [NH2:1][C:2]1[CH:10]=[C:9]([C:11]2[CH:12]=[C:13]([NH:17][S:18]([CH3:21])(=[O:20])=[O:19])[CH:14]=[N:15][CH:16]=2)[CH:8]=[C:7]2[C:3]=1[CH:4]=[N:5][N:6]2S(C1C=CC=CC=1)(=O)=O.[N:31]1([CH2:37][C:38](O)=[O:39])[CH2:36][CH2:35][O:34][CH2:33][CH2:32]1.CN(C(ON1N=NC2C=CC=NC1=2)=[N+](C)C)C.F[P-](F)(F)(F)(F)F.CCN(C(C)C)C(C)C.[OH-].[Na+].Cl. (5) Given the product [F:1][C:2]1[CH:3]=[CH:4][C:5]2[N:6]([C:8]([C:11]3[NH:12][C:18](=[O:19])[C:17]([N+:23]([O-:25])=[O:24])=[CH:16][N:13]=3)=[CH:9][N:10]=2)[CH:7]=1, predict the reactants needed to synthesize it. The reactants are: [F:1][C:2]1[CH:3]=[CH:4][C:5]2[N:6]([C:8]([C:11](=[NH:13])[NH2:12])=[CH:9][N:10]=2)[CH:7]=1.CN(C)/[CH:16]=[C:17](\[N+:23]([O-:25])=[O:24])/[C:18](OCC)=[O:19].C(N(CC)CC)C.C(=O)([O-])[O-].[K+].[K+].